Task: Predict the reactants needed to synthesize the given product.. Dataset: Full USPTO retrosynthesis dataset with 1.9M reactions from patents (1976-2016) (1) Given the product [CH2:31]([O:33][C:34]([C:36]1[NH:37][C:38]([CH3:46])=[C:39]([S:42]([N:16]2[CH2:17][CH2:18][CH:13]([S:12][C:10]3[CH:9]=[C:8]([C:19]([CH3:22])([CH3:21])[CH3:20])[C:7]([OH:23])=[C:6]([C:2]([CH3:5])([CH3:4])[CH3:3])[CH:11]=3)[CH2:14][CH2:15]2)(=[O:43])=[O:44])[C:40]=1[CH3:41])=[O:35])[CH3:32], predict the reactants needed to synthesize it. The reactants are: Cl.[C:2]([C:6]1[CH:11]=[C:10]([S:12][CH:13]2[CH2:18][CH2:17][NH:16][CH2:15][CH2:14]2)[CH:9]=[C:8]([C:19]([CH3:22])([CH3:21])[CH3:20])[C:7]=1[OH:23])([CH3:5])([CH3:4])[CH3:3].C(N(CC)CC)C.[CH2:31]([O:33][C:34]([C:36]1[NH:37][C:38]([CH3:46])=[C:39]([S:42](Cl)(=[O:44])=[O:43])[C:40]=1[CH3:41])=[O:35])[CH3:32]. (2) The reactants are: [H][H].[C:3]([NH:6][CH2:7][CH2:8][CH2:9][S:10]([O:13][CH2:14][C:15]([CH3:27])([CH3:26])[C:16]([O:18]CC1C=CC=CC=1)=[O:17])(=[O:12])=[O:11])(=[O:5])[CH3:4]. Given the product [C:3]([NH:6][CH2:7][CH2:8][CH2:9][S:10]([O:13][CH2:14][C:15]([CH3:27])([CH3:26])[C:16]([OH:18])=[O:17])(=[O:11])=[O:12])(=[O:5])[CH3:4], predict the reactants needed to synthesize it. (3) Given the product [CH2:14]([O:13][C:12](=[O:20])/[C:11](=[N:10]/[NH:9][C:3]1[CH:4]=[CH:5][C:6]([F:8])=[CH:7][C:2]=1[Br:1])/[CH3:16])[CH3:18], predict the reactants needed to synthesize it. The reactants are: [Br:1][C:2]1[CH:7]=[C:6]([F:8])[CH:5]=[CH:4][C:3]=1[N:9]=[N:10][C:11]1(C)[C:16](=O)O[C:14](C)([CH3:18])[O:13][C:12]1=[O:20].[Na].O. (4) Given the product [C:5]([NH:8][C:9]1[CH:10]=[CH:11][C:12]([S:15]([N:1]=[N+:2]=[N-:3])(=[O:17])=[O:16])=[CH:13][CH:14]=1)(=[O:7])[CH3:6], predict the reactants needed to synthesize it. The reactants are: [N-:1]=[N+:2]=[N-:3].[Na+].[C:5]([NH:8][C:9]1[CH:14]=[CH:13][C:12]([S:15](Cl)(=[O:17])=[O:16])=[CH:11][CH:10]=1)(=[O:7])[CH3:6].